This data is from Forward reaction prediction with 1.9M reactions from USPTO patents (1976-2016). The task is: Predict the product of the given reaction. Given the reactants [CH3:1][C:2]1[CH:7]=[CH:6][C:5]([S:8]([N:11]2[C:19]3[C:14](=[CH:15][CH:16]=[CH:17][CH:18]=3)[C:13]([CH2:20]Cl)=[CH:12]2)(=[O:10])=[O:9])=[CH:4][CH:3]=1.[NH:22]1[CH2:28][CH2:27][CH2:26][NH:25][CH2:24][CH2:23]1, predict the reaction product. The product is: [CH3:1][C:2]1[CH:7]=[CH:6][C:5]([S:8]([N:11]2[C:19]3[C:14](=[CH:15][CH:16]=[CH:17][CH:18]=3)[C:13]([CH2:20][N:22]3[CH2:28][CH2:27][CH2:26][NH:25][CH2:24][CH2:23]3)=[CH:12]2)(=[O:10])=[O:9])=[CH:4][CH:3]=1.